From a dataset of NCI-60 drug combinations with 297,098 pairs across 59 cell lines. Regression. Given two drug SMILES strings and cell line genomic features, predict the synergy score measuring deviation from expected non-interaction effect. Drug 2: C1CNP(=O)(OC1)N(CCCl)CCCl. Drug 1: C1=NC(=NC(=O)N1C2C(C(C(O2)CO)O)O)N. Synergy scores: CSS=4.97, Synergy_ZIP=-3.69, Synergy_Bliss=0.500, Synergy_Loewe=-3.41, Synergy_HSA=0.764. Cell line: NCI/ADR-RES.